From a dataset of Catalyst prediction with 721,799 reactions and 888 catalyst types from USPTO. Predict which catalyst facilitates the given reaction. (1) Reactant: [Cl:1][C:2]1[CH:10]=[C:9]2[C:5]([CH:6]=[C:7]([C:11]([O:13][CH3:14])=[O:12])[NH:8]2)=[CH:4][CH:3]=1.[H-].[Na+].Cl[CH2:18][C:19]#[N:20]. Product: [Cl:1][C:2]1[CH:10]=[C:9]2[C:5]([CH:6]=[C:7]([C:11]([O:13][CH3:14])=[O:12])[N:8]2[CH2:18][C:19]#[N:20])=[CH:4][CH:3]=1. The catalyst class is: 3. (2) Reactant: Cl.Cl.[N:3]1[N:11]2[C:6]([O:7][CH2:8][CH2:9][CH2:10]2)=[C:5]([C@H:12]([NH2:14])[CH3:13])[CH:4]=1.[F:15][C:16]([F:34])([F:33])[C:17]([C:20]1[CH:29]=[CH:28][C:27]2[CH2:26][C@H:25]([C:30]([OH:32])=O)[CH2:24][CH2:23][C:22]=2[N:21]=1)([CH3:19])[CH3:18].[CH:35](N(CC)C(C)C)(C)C.F[P-](F)(F)(F)(F)F.C[N+](C)=C(N(C)C)ON1C2N=CC=CC=2N=N1. Product: [N:3]1[N:11]2[C:6]([O:7][CH2:8][CH2:9][CH2:10]2)=[C:5]([C@H:12]([NH:14][C:30]([C@:25]2([CH3:35])[CH2:24][CH2:23][C:22]3[N:21]=[C:20]([C:17]([CH3:18])([CH3:19])[C:16]([F:34])([F:15])[F:33])[CH:29]=[CH:28][C:27]=3[CH2:26]2)=[O:32])[CH3:13])[CH:4]=1. The catalyst class is: 60.